From a dataset of Forward reaction prediction with 1.9M reactions from USPTO patents (1976-2016). Predict the product of the given reaction. (1) Given the reactants [CH3:1][C:2]1[S:3][C:4]2[CH:10]=[CH:9][C:8]([NH2:11])=[CH:7][C:5]=2[N:6]=1.Br[CH2:13][C:14](=[O:19])[C:15]([CH3:18])([CH3:17])[CH3:16], predict the reaction product. The product is: [CH3:1][C:2]1[S:3][C:4]2[CH:10]=[CH:9][C:8]([NH:11][CH2:13][C:14](=[O:19])[C:15]([CH3:18])([CH3:17])[CH3:16])=[CH:7][C:5]=2[N:6]=1. (2) Given the reactants [CH3:1][C:2]([CH3:16])([CH3:15])[CH2:3][O:4][S:5]([C:8]1[CH:13]=[CH:12][CH:11]=[C:10](Br)[CH:9]=1)(=[O:7])=[O:6].[B:17](OC(C)C)([O:22]C(C)C)[O:18]C(C)C.[Li]CCCC, predict the reaction product. The product is: [CH3:1][C:2]([CH3:16])([CH3:15])[CH2:3][O:4][S:5]([C:8]1[CH:9]=[C:10]([B:17]([OH:22])[OH:18])[CH:11]=[CH:12][CH:13]=1)(=[O:7])=[O:6].